This data is from Reaction yield outcomes from USPTO patents with 853,638 reactions. The task is: Predict the reaction yield, written as a fraction of the theoretical maximum amount of product (1.0 means a 100% yield; for example, 0.34 means a 34% yield). No catalyst specified. The product is [CH3:1][O:2][C:3]1[CH:11]=[C:10]2[C:6]([C:7]([C:29]([F:32])([F:31])[F:30])([C:12]([F:13])([F:14])[F:15])[O:8][CH2:9]2)=[CH:5][C:4]=1[CH:16]=[O:17]. The yield is 0.690. The reactants are [CH3:1][O:2][C:3]1[CH:11]=[C:10]2[C:6]([CH:7]([C:12]([F:15])([F:14])[F:13])[O:8][CH2:9]2)=[CH:5][C:4]=1[CH:16]=[O:17].COC1C=C2C(=CC=1)C([C:29]([F:32])([F:31])[F:30])([C:29]([F:32])([F:31])[F:30])OC2.